Dataset: Forward reaction prediction with 1.9M reactions from USPTO patents (1976-2016). Task: Predict the product of the given reaction. (1) Given the reactants C[O:2][C:3]([C:5]1[O:9][N:8]=[C:7]([C:10]([CH3:13])([CH3:12])[CH3:11])[CH:6]=1)=[O:4], predict the reaction product. The product is: [C:10]([C:7]1[CH:6]=[C:5]([C:3]([OH:4])=[O:2])[O:9][N:8]=1)([CH3:13])([CH3:11])[CH3:12]. (2) Given the reactants [CH2:1]([O:3][C:4]([CH2:6][C:7]1[CH:8]=[CH:9][C:10]([O:28][CH3:29])=[C:11]([CH:27]=1)[O:12][C:13]1[CH:21]=[CH:20][C:16]([C:17]([OH:19])=O)=[CH:15][C:14]=1[CH2:22][S:23][CH:24]([CH3:26])[CH3:25])=[O:5])[CH3:2].[Cl:30][C:31]1[CH:38]=[CH:37][C:34]([CH2:35][NH2:36])=[CH:33][CH:32]=1, predict the reaction product. The product is: [CH2:1]([O:3][C:4](=[O:5])[CH2:6][C:7]1[CH:8]=[CH:9][C:10]([O:28][CH3:29])=[C:11]([O:12][C:13]2[CH:21]=[CH:20][C:16]([C:17](=[O:19])[NH:36][CH2:35][C:34]3[CH:37]=[CH:38][C:31]([Cl:30])=[CH:32][CH:33]=3)=[CH:15][C:14]=2[CH2:22][S:23][CH:24]([CH3:26])[CH3:25])[CH:27]=1)[CH3:2].